Predict which catalyst facilitates the given reaction. From a dataset of Catalyst prediction with 721,799 reactions and 888 catalyst types from USPTO. (1) Reactant: [CH:1]1([C:7]2[CH:14]=[CH:13][C:10](CO)=[CH:9][C:8]=2[N:15]([CH3:17])[CH3:16])[CH2:6][CH2:5][CH2:4][CH2:3][CH2:2]1.[Cl:18][CH2:19][Cl:20]. Product: [ClH:18].[CH:1]1([C:7]2[CH:14]=[CH:13][C:10]([CH2:19][Cl:20])=[CH:9][C:8]=2[N:15]([CH3:17])[CH3:16])[CH2:2][CH2:3][CH2:4][CH2:5][CH2:6]1. The catalyst class is: 309. (2) Reactant: [C:1]([O:5][C:6]([N:8]1[CH2:13][CH2:12][CH:11]([NH:14][C:15]2[O:16][C:17]3[CH:23]=[CH:22][C:21]([OH:24])=[CH:20][C:18]=3[N:19]=2)[CH2:10][CH2:9]1)=[O:7])([CH3:4])([CH3:3])[CH3:2].C(=O)([O-])[O-].[K+].[K+].[Br:31][CH2:32][CH2:33][CH2:34]Br.Cl. Product: [C:1]([O:5][C:6]([N:8]1[CH2:13][CH2:12][CH:11]([NH:14][C:15]2[O:16][C:17]3[CH:23]=[CH:22][C:21]([O:24][CH2:34][CH2:33][CH2:32][Br:31])=[CH:20][C:18]=3[N:19]=2)[CH2:10][CH2:9]1)=[O:7])([CH3:4])([CH3:2])[CH3:3]. The catalyst class is: 3. (3) Reactant: C([O:8][C:9]1[CH:18]=[CH:17][CH:16]=[C:15]2[C:10]=1[CH2:11][CH2:12][CH2:13][CH:14]2[C:19]([N:21]([C:36]1[CH:41]=[CH:40][C:39]([CH:42]([CH3:44])[CH3:43])=[CH:38][CH:37]=1)[CH2:22][C:23]1[CH:24]=[N:25][C:26]([O:29][C:30]2[CH:35]=[CH:34][CH:33]=[CH:32][CH:31]=2)=[CH:27][CH:28]=1)=[O:20])C1C=CC=CC=1.C([O-])=O.[NH4+]. Product: [OH:8][C:9]1[CH:18]=[CH:17][CH:16]=[C:15]2[C:10]=1[CH2:11][CH2:12][CH2:13][CH:14]2[C:19]([N:21]([C:36]1[CH:41]=[CH:40][C:39]([CH:42]([CH3:44])[CH3:43])=[CH:38][CH:37]=1)[CH2:22][C:23]1[CH:24]=[N:25][C:26]([O:29][C:30]2[CH:31]=[CH:32][CH:33]=[CH:34][CH:35]=2)=[CH:27][CH:28]=1)=[O:20]. The catalyst class is: 129. (4) Reactant: I([O-])(=O)(=O)=O.[Na+].[OH:7][C@H:8]1[C@H:24]([OH:25])[C@@H:23]2[C@H:15]([CH2:16][CH2:17][C@@:18]3([CH3:27])[C@H:22]2[CH2:21][CH2:20][C:19]3=[CH2:26])[C@:14]2([CH3:28])[C@@H:9]1[CH2:10][C@@H:11]([NH:29][C:30](=[O:35])[C:31]([F:34])([F:33])[F:32])[CH2:12][CH2:13]2.[BH4-].[Na+].CC(C)=O. Product: [F:32][C:31]([F:33])([F:34])[C:30]([NH:29][C@H:11]1[CH2:12][CH2:13][C@@:14]([C@H:15]2[CH2:16][CH2:17][C@@:18]3([CH3:27])[C@@H:22]([CH2:21][CH2:20][C:19]3=[CH2:26])[C@@H:23]2[CH2:24][OH:25])([CH3:28])[C@@H:9]([CH2:8][OH:7])[CH2:10]1)=[O:35]. The catalyst class is: 90. (5) Reactant: [CH2:1]([O:8][C:9]([NH:11][CH:12]([CH2:17][C:18]1[C:19]([CH2:28]Cl)=[C:20]2[C:24](=[C:25]([Cl:27])[CH:26]=1)[NH:23][N:22]=[CH:21]2)[C:13]([O:15][CH3:16])=[O:14])=[O:10])[C:2]1[CH:7]=[CH:6][CH:5]=[CH:4][CH:3]=1.[CH3:30][O:31][C:32]1[CH:39]=[CH:38][C:35]([CH2:36][NH2:37])=[CH:34][CH:33]=1.C(=O)(O)[O-].[Na+]. Product: [CH2:1]([O:8][C:9]([NH:11][CH:12]([CH2:17][C:18]1[C:19]([CH2:28][NH:37][CH2:36][C:35]2[CH:38]=[CH:39][C:32]([O:31][CH3:30])=[CH:33][CH:34]=2)=[C:20]2[C:24](=[C:25]([Cl:27])[CH:26]=1)[NH:23][N:22]=[CH:21]2)[C:13]([O:15][CH3:16])=[O:14])=[O:10])[C:2]1[CH:7]=[CH:6][CH:5]=[CH:4][CH:3]=1. The catalyst class is: 10. (6) Reactant: [C:1]1([CH3:11])[CH:6]=[CH:5][CH:4]=[C:3]([CH2:7][C:8]([OH:10])=[O:9])[CH:2]=1.C[Si]([N-][Si](C)(C)C)(C)C.[Na+].I[CH2:23][CH:24]([CH3:26])[CH3:25]. Product: [CH3:23][CH:24]([CH3:26])[CH2:25][CH:7]([C:3]1[CH:2]=[C:1]([CH3:11])[CH:6]=[CH:5][CH:4]=1)[C:8]([OH:10])=[O:9]. The catalyst class is: 359.